Dataset: Forward reaction prediction with 1.9M reactions from USPTO patents (1976-2016). Task: Predict the product of the given reaction. (1) Given the reactants [CH3:1][C:2]1[CH:7]=[C:6]([CH3:8])[N:5]2[N:9]=[C:10]([CH2:12]O)[N:11]=[C:4]2[N:3]=1.N1C=CC=CC=1.S(Cl)([Cl:22])=O, predict the reaction product. The product is: [Cl:22][CH2:12][C:10]1[N:11]=[C:4]2[N:3]=[C:2]([CH3:1])[CH:7]=[C:6]([CH3:8])[N:5]2[N:9]=1. (2) Given the reactants Cl.[F:2][C:3]1[CH:8]=[CH:7][C:6]([CH:9]2[C:13]3([CH2:18][CH2:17][NH:16][CH2:15][CH2:14]3)[C:12](=[O:19])[NH:11][CH2:10]2)=[CH:5][CH:4]=1.[OH-].[Na+], predict the reaction product. The product is: [F:2][C:3]1[CH:8]=[CH:7][C:6]([CH:9]2[C:13]3([CH2:14][CH2:15][NH:16][CH2:17][CH2:18]3)[C:12](=[O:19])[NH:11][CH2:10]2)=[CH:5][CH:4]=1. (3) Given the reactants [Cl:1][C:2]1[CH:3]=[CH:4][C:5]([S:9][CH3:10])=[C:6]([NH2:8])[CH:7]=1.[CH3:11][C:12]1[CH:17]=[CH:16][C:15]([S:18](Cl)(=[O:20])=[O:19])=[CH:14][C:13]=1[N+:22]([O-:24])=[O:23], predict the reaction product. The product is: [Cl:1][C:2]1[CH:3]=[CH:4][C:5]([S:9][CH3:10])=[C:6]([NH:8][S:18]([C:15]2[CH:16]=[CH:17][C:12]([CH3:11])=[C:13]([N+:22]([O-:24])=[O:23])[CH:14]=2)(=[O:19])=[O:20])[CH:7]=1. (4) Given the reactants [CH3:1][N:2]([CH2:4][CH2:5][N:6]1[C:20](=[O:21])[C:15]2=[CH:16][C:17]([NH2:19])=[CH:18][C:13]3[C:14]2=[C:9]([CH:10]=[CH:11][CH:12]=3)[C:7]1=[O:8])[CH3:3].[Cl:22][C:23]([Cl:30])([Cl:29])[C:24]([N:26]=[C:27]=[O:28])=[O:25].O, predict the reaction product. The product is: [Cl:22][C:23]([Cl:30])([Cl:29])[C:24]([NH:26][C:27]([NH:19][C:17]1[CH:18]=[C:13]2[CH:12]=[CH:11][CH:10]=[C:9]3[C:14]2=[C:15]([CH:16]=1)[C:20](=[O:21])[N:6]([CH2:5][CH2:4][N:2]([CH3:1])[CH3:3])[C:7]3=[O:8])=[O:28])=[O:25]. (5) The product is: [CH2:13]([N:6]1[C:5]([C:9]([O:11][CH3:12])=[O:10])=[C:4]([N+:1]([O-:3])=[O:2])[CH:8]=[N:7]1)[CH3:14]. Given the reactants [N+:1]([C:4]1[C:5]([C:9]([O:11][CH3:12])=[O:10])=[N:6][NH:7][CH:8]=1)([O-:3])=[O:2].[CH2:13](I)[CH3:14].C([O-])([O-])=O.[K+].[K+], predict the reaction product. (6) Given the reactants [Br:1][C:2]1[CH:3]=[C:4]([C:8]([NH2:11])([CH3:10])[CH3:9])[CH:5]=[CH:6][CH:7]=1.[ClH:12], predict the reaction product. The product is: [ClH:12].[Br:1][C:2]1[CH:3]=[C:4]([C:8]([NH2:11])([CH3:9])[CH3:10])[CH:5]=[CH:6][CH:7]=1. (7) Given the reactants [Si:1]([O:8][CH2:9][C@@H:10]1[CH:15]=[CH:14][C@H:13](O)[CH2:12][N:11]1[C:17]([O:19][C:20]([CH3:23])([CH3:22])[CH3:21])=[O:18])([C:4]([CH3:7])([CH3:6])[CH3:5])([CH3:3])[CH3:2].C1C=CC(P(C2C=CC=CC=2)C2C=CC=CC=2)=CC=1.[CH2:43]([O:46][NH:47][S:48]([C:51]1[CH:56]=[CH:55][C:54]([N+:57]([O-:59])=[O:58])=[CH:53][C:52]=1[N+:60]([O-:62])=[O:61])(=[O:50])=[O:49])[CH:44]=[CH2:45].N(C(OC(C)C)=O)=NC(OC(C)C)=O, predict the reaction product. The product is: [CH2:43]([O:46][N:47]([C@H:13]1[CH2:12][N:11]([C:17]([O:19][C:20]([CH3:21])([CH3:23])[CH3:22])=[O:18])[C@H:10]([CH2:9][O:8][Si:1]([C:4]([CH3:6])([CH3:5])[CH3:7])([CH3:3])[CH3:2])[CH:15]=[CH:14]1)[S:48]([C:51]1[CH:56]=[CH:55][C:54]([N+:57]([O-:59])=[O:58])=[CH:53][C:52]=1[N+:60]([O-:62])=[O:61])(=[O:50])=[O:49])[CH:44]=[CH2:45]. (8) Given the reactants [NH2:1][CH2:2][CH2:3][NH:4][C:5]([C:7]1[N:15]=[C:14]2[C:10]([N:11]=[CH:12][N:13]2[C@H:16]2[C@H:20]([OH:21])[C@H:19]([OH:22])[C@@H:18]([C:23]([NH:25][CH2:26][CH3:27])=[O:24])[O:17]2)=[C:9]([NH:28][CH2:29][CH:30]([C:37]2[CH:42]=[CH:41][CH:40]=[CH:39][CH:38]=2)[C:31]2[CH:36]=[CH:35][CH:34]=[CH:33][CH:32]=2)[N:8]=1)=[O:6].N1([C:48]([NH:50][CH2:51][C:52]2[CH:67]=[CH:66][C:55]([C:56]([O:58][CH2:59][C:60]3[CH:65]=[CH:64][CH:63]=[CH:62][CH:61]=3)=[O:57])=[CH:54][CH:53]=2)=[O:49])C=CN=C1, predict the reaction product. The product is: [C:31]1([CH:30]([C:37]2[CH:42]=[CH:41][CH:40]=[CH:39][CH:38]=2)[CH2:29][NH:28][C:9]2[N:8]=[C:7]([C:5]([NH:4][CH2:3][CH2:2][NH:1][C:48]([NH:50][CH2:51][C:52]3[CH:67]=[CH:66][C:55]([C:56]([O:58][CH2:59][C:60]4[CH:65]=[CH:64][CH:63]=[CH:62][CH:61]=4)=[O:57])=[CH:54][CH:53]=3)=[O:49])=[O:6])[N:15]=[C:14]3[C:10]=2[N:11]=[CH:12][N:13]3[C@H:16]2[C@H:20]([OH:21])[C@H:19]([OH:22])[C@@H:18]([C:23]([NH:25][CH2:26][CH3:27])=[O:24])[O:17]2)[CH:36]=[CH:35][CH:34]=[CH:33][CH:32]=1. (9) The product is: [CH2:9]([O:11][C:12]([C:14]1[CH:18]=[C:17]([CH:19]([F:20])[F:21])[N:16]([C:25](=[O:26])[N:24]([CH2:28][CH3:29])[CH2:22][CH3:23])[N:15]=1)=[O:13])[CH3:10]. Given the reactants N12CCN(CC1)CC2.[CH2:9]([O:11][C:12]([C:14]1[CH:18]=[C:17]([CH:19]([F:21])[F:20])[NH:16][N:15]=1)=[O:13])[CH3:10].[CH2:22]([N:24]([CH2:28][CH3:29])[C:25](Cl)=[O:26])[CH3:23].O, predict the reaction product. (10) Given the reactants F[C:2]1[CH:7]=[CH:6][C:5]([N+:8]([O-:10])=[O:9])=[CH:4][C:3]=1[C:11]([F:14])([F:13])[F:12].[CH3:15][NH:16][CH3:17].[H-].[Na+].O, predict the reaction product. The product is: [CH3:15][N:16]([CH3:17])[C:2]1[CH:7]=[CH:6][C:5]([N+:8]([O-:10])=[O:9])=[CH:4][C:3]=1[C:11]([F:14])([F:13])[F:12].